Dataset: Catalyst prediction with 721,799 reactions and 888 catalyst types from USPTO. Task: Predict which catalyst facilitates the given reaction. (1) Reactant: Br[C:2]1[N:6]([CH2:7][C:8]2[CH:13]=[CH:12][CH:11]=[CH:10][C:9]=2[F:14])[N:5]=[C:4]([C:15]2[CH:20]=[CH:19][CH:18]=[CH:17][N:16]=2)[N:3]=1.[C-:21]#[N:22].[K+]. Product: [F:14][C:9]1[CH:10]=[CH:11][CH:12]=[CH:13][C:8]=1[CH2:7][N:6]1[C:2]([C:21]#[N:22])=[N:3][C:4]([C:15]2[CH:20]=[CH:19][CH:18]=[CH:17][N:16]=2)=[N:5]1. The catalyst class is: 288. (2) Reactant: C[O:2][C:3]([C:5]1[C:6](=[O:24])[NH:7][C:8]2[C:13]([CH:14]=1)=[CH:12][N:11]=[C:10]([NH:15][CH2:16][CH:17]1[CH2:21][O:20][C:19]([CH3:23])([CH3:22])[O:18]1)[CH:9]=2)=[O:4].[OH-].[Na+]. Product: [CH3:22][C:19]1([CH3:23])[O:18][CH:17]([CH2:16][NH:15][C:10]2[CH:9]=[C:8]3[C:13]([CH:14]=[C:5]([C:3]([OH:4])=[O:2])[C:6](=[O:24])[NH:7]3)=[CH:12][N:11]=2)[CH2:21][O:20]1. The catalyst class is: 24. (3) The catalyst class is: 43. Product: [C:15]([C:14]1[CH:13]=[CH:12][C:11]([N:17]2[CH:25]([CH:26]3[CH2:30][CH2:29][CH2:28][CH2:27]3)[CH:24]3[C:19]([C:20]4[CH:34]=[CH:33][C:32]([C:35]([O:37][CH3:38])=[O:36])=[CH:31][C:21]=4[CH2:22][CH2:23]3)=[N:18]2)=[CH:10][C:9]=1[OH:8])#[N:16]. Reactant: C([O:8][C:9]1[CH:10]=[C:11]([N:17]2[CH:25]([CH:26]3[CH2:30][CH2:29][CH2:28][CH2:27]3)[CH:24]3[C:19]([C:20]4[CH:34]=[CH:33][C:32]([C:35]([OH:37])=[O:36])=[CH:31][C:21]=4[CH2:22][CH2:23]3)=[N:18]2)[CH:12]=[CH:13][C:14]=1[C:15]#[N:16])C1C=CC=CC=1.[C:38](OCC)(=O)C.O1CCCC1.[H][H].